From a dataset of Full USPTO retrosynthesis dataset with 1.9M reactions from patents (1976-2016). Predict the reactants needed to synthesize the given product. (1) The reactants are: C(=O)([O-])[O-].[Na+].[Na+].[NH:7]1[CH2:13][CH2:12][CH2:11][NH:10][CH2:9][CH2:8]1.Br[CH2:15][CH2:16][CH2:17][CH2:18][C:19]([O:21][CH2:22][CH3:23])=[O:20]. Given the product [CH2:22]([O:21][C:19](=[O:20])[CH2:18][CH2:17][CH2:16][CH2:15][N:7]1[CH2:13][CH2:12][CH2:11][NH:10][CH2:9][CH2:8]1)[CH3:23], predict the reactants needed to synthesize it. (2) The reactants are: C(OC(=O)[NH:7][C:8]1[CH:13]=[CH:12][C:11]([O:14][CH2:15][C:16]2[C:25]3[C:20](=[CH:21][CH:22]=[CH:23][CH:24]=3)[N:19]=[C:18]([CH3:26])[CH:17]=2)=[CH:10][CH:9]=1)(C)(C)C.[ClH:28].C(OCC)C. Given the product [ClH:28].[CH3:26][C:18]1[CH:17]=[C:16]([CH2:15][O:14][C:11]2[CH:10]=[CH:9][C:8]([NH2:7])=[CH:13][CH:12]=2)[C:25]2[C:20](=[CH:21][CH:22]=[CH:23][CH:24]=2)[N:19]=1, predict the reactants needed to synthesize it. (3) The reactants are: [F:1][C:2]1[CH:3]=[C:4]([NH:9][C:10](=[O:26])[C:11](=[O:25])[C:12]2[S:16][C:15]([NH:17][C:18]([O:20][C:21]([CH3:24])([CH3:23])[CH3:22])=[O:19])=[N:14][CH:13]=2)[CH:5]=[CH:6][C:7]=1[F:8].[BH4-].[Na+]. Given the product [F:1][C:2]1[CH:3]=[C:4]([NH:9][C:10](=[O:26])[CH:11]([C:12]2[S:16][C:15]([NH:17][C:18]([O:20][C:21]([CH3:23])([CH3:22])[CH3:24])=[O:19])=[N:14][CH:13]=2)[OH:25])[CH:5]=[CH:6][C:7]=1[F:8], predict the reactants needed to synthesize it. (4) Given the product [Si:35]([O:1][CH2:2][C:3]1[C:8]([O:9][C:10]2[C:11]([C:23]([NH2:25])=[O:24])=[N:12][CH:13]=[C:14]([S:16][C:17]3[CH:22]=[CH:21][CH:20]=[CH:19][N:18]=3)[CH:15]=2)=[CH:7][CH:6]=[CH:5][N:4]=1)([C:31]([CH3:34])([CH3:33])[CH3:32])([CH3:37])[CH3:36], predict the reactants needed to synthesize it. The reactants are: [OH:1][CH2:2][C:3]1[C:8]([O:9][C:10]2[C:11]([C:23]([NH2:25])=[O:24])=[N:12][CH:13]=[C:14]([S:16][C:17]3[CH:22]=[CH:21][CH:20]=[CH:19][N:18]=3)[CH:15]=2)=[CH:7][CH:6]=[CH:5][N:4]=1.N1C=CN=C1.[C:31]([Si:35](Cl)([CH3:37])[CH3:36])([CH3:34])([CH3:33])[CH3:32].